Predict the product of the given reaction. From a dataset of Forward reaction prediction with 1.9M reactions from USPTO patents (1976-2016). Given the reactants Cl.Cl[C:3]1[N:12]=[C:11]([NH:13][C:14]2[CH:19]=[CH:18][C:17]([Cl:20])=[CH:16][C:15]=2[F:21])[C:10]2[C:5](=[CH:6][C:7]([O:24][CH3:25])=[C:8]([O:22][CH3:23])[CH:9]=2)[N:4]=1.Cl.Cl.[CH3:28][N:29]([CH:38]1[CH2:43][CH2:42][NH:41][CH2:40][CH2:39]1)[C:30](=[O:37])[C@@H:31]1[CH2:35][CH2:34][CH2:33][N:32]1[CH3:36].N12CCCN=C1CCCCC2.O1CCOCC1, predict the reaction product. The product is: [Cl:20][C:17]1[CH:18]=[CH:19][C:14]([NH:13][C:11]2[C:10]3[C:5](=[CH:6][C:7]([O:24][CH3:25])=[C:8]([O:22][CH3:23])[CH:9]=3)[N:4]=[C:3]([N:41]3[CH2:40][CH2:39][CH:38]([N:29]([CH3:28])[C:30](=[O:37])[C@@H:31]4[CH2:35][CH2:34][CH2:33][N:32]4[CH3:36])[CH2:43][CH2:42]3)[N:12]=2)=[C:15]([F:21])[CH:16]=1.